This data is from Catalyst prediction with 721,799 reactions and 888 catalyst types from USPTO. The task is: Predict which catalyst facilitates the given reaction. (1) Reactant: [Cl:1][C:2]1[CH:3]=[C:4]([CH:24]=[CH:25][C:26]=1[S:27][C:28]1[NH:29][CH:30]=[CH:31][N:32]=1)[NH:5][C:6]1[C:15]2[C:10](=[CH:11][CH:12]=[CH:13][C:14]=2[O:16][CH:17]2[CH2:22][CH2:21][N:20]([CH3:23])[CH2:19][CH2:18]2)[N:9]=[CH:8][N:7]=1.C(=O)([O-])[O-].[K+].[K+].Cl[CH2:40][C:41]#[N:42].C1CC2OCCOCCOC3C(OCCOCCOC2CC1)CCCC3. Product: [Cl:1][C:2]1[CH:3]=[C:4]([CH:24]=[CH:25][C:26]=1[S:27][C:28]1[N:32]([CH2:40][C:41]#[N:42])[CH:31]=[CH:30][N:29]=1)[NH:5][C:6]1[C:15]2[C:10](=[CH:11][CH:12]=[CH:13][C:14]=2[O:16][CH:17]2[CH2:22][CH2:21][N:20]([CH3:23])[CH2:19][CH2:18]2)[N:9]=[CH:8][N:7]=1. The catalyst class is: 10. (2) Reactant: [CH3:1][C:2]([CH3:5])([O-])[CH3:3].[K+].[C:7]1([N:13]2[C:26]3[CH:25]=[CH:24][C:23]([CH:27]=O)=[CH:22][C:21]=3[S:20][C:19]3[C:14]2=[CH:15][CH:16]=[CH:17][CH:18]=3)[CH:12]=[CH:11][CH:10]=[CH:9][CH:8]=1.C(OP([CH2:37][C:38]1[CH:43]=[CH:42][C:41]([C:44]2[CH:49]=[CH:48][C:47]([CH2:50]P(OCC)(OCC)=O)=[CH:46][CH:45]=2)=[CH:40][CH:39]=1)(=O)OCC)C. Product: [C:7]1([N:13]2[C:26]3[CH:25]=[CH:24][C:23]([CH:27]=[CH:50][C:47]4[CH:46]=[CH:45][C:44]([C:41]5[CH:40]=[CH:39][C:38]([CH:37]=[CH:1][C:2]6[CH:5]=[CH:25][C:26]7[N:13]([C:7]8[CH:12]=[CH:11][CH:10]=[CH:9][CH:8]=8)[C:14]8[C:19]([S:20][C:21]=7[CH:3]=6)=[CH:18][CH:17]=[CH:16][CH:15]=8)=[CH:43][CH:42]=5)=[CH:49][CH:48]=4)=[CH:22][C:21]=3[S:20][C:19]3[C:14]2=[CH:15][CH:16]=[CH:17][CH:18]=3)[CH:12]=[CH:11][CH:10]=[CH:9][CH:8]=1. The catalyst class is: 16. (3) Reactant: [F:1][CH:2]([F:11])[O:3][C:4]1[CH:10]=[CH:9][CH:8]=[CH:7][C:5]=1[NH2:6].[C:12]1([O:18]C2C=CC=CC=2)C=CC=[CH:14][CH:13]=1.CCCC(C)C. Product: [F:1][CH:2]([F:11])[O:3][C:4]1[CH:10]=[CH:9][CH:8]=[C:7]2[C:5]=1[N:6]=[CH:14][CH:13]=[C:12]2[OH:18]. The catalyst class is: 10. (4) Reactant: [C:1]([O:4][C@H:5]1[CH2:10][C@H:9]([CH3:11])[CH2:8][CH2:7][C@H:6]1[C:12]([OH:14])=O)(=[O:3])[CH3:2].C(Cl)(=O)C([Cl:18])=O. Product: [C:1]([O:4][C@H:5]1[CH2:10][C@H:9]([CH3:11])[CH2:8][CH2:7][C@H:6]1[C:12]([Cl:18])=[O:14])(=[O:3])[CH3:2]. The catalyst class is: 120. (5) Reactant: OS(O)(=O)=O.[CH3:6][C:7]1[CH:12]=[CH:11][CH:10]=[CH:9][N+:8]=1[O-:13].[N+:14]([O-])([OH:16])=[O:15].[OH-].[Na+]. Product: [CH3:6][C:7]1[CH:12]=[C:11]([N+:14]([O-:16])=[O:15])[CH:10]=[CH:9][N+:8]=1[O-:13]. The catalyst class is: 25.